From a dataset of Reaction yield outcomes from USPTO patents with 853,638 reactions. Predict the reaction yield, written as a fraction of the theoretical maximum amount of product (1.0 means a 100% yield; for example, 0.34 means a 34% yield). (1) The reactants are [N+:1]([C:4]1[CH:5]=[N:6][NH:7][CH:8]=1)([O-:3])=[O:2].[CH3:9][C:10]([O:13][C:14](O[C:14]([O:13][C:10]([CH3:12])([CH3:11])[CH3:9])=[O:15])=[O:15])([CH3:12])[CH3:11]. The catalyst is CN(C1C=CN=CC=1)C.C(Cl)Cl. The product is [N+:1]([C:4]1[CH:5]=[N:6][N:7]([C:14]([O:13][C:10]([CH3:12])([CH3:11])[CH3:9])=[O:15])[CH:8]=1)([O-:3])=[O:2]. The yield is 0.970. (2) The reactants are Cl[CH2:2][C:3]1[CH:22]=[C:21]([O:23][CH3:24])[C:6]([O:7][CH2:8][C:9]2[N:10]=[C:11]([C:15]3[CH:20]=[CH:19][CH:18]=[CH:17][CH:16]=3)[O:12][C:13]=2[CH3:14])=[C:5]([O:25][CH3:26])[CH:4]=1.[OH:27]/[N:28]=[C:29](/[C:36]1[CH:41]=[CH:40][CH:39]=[CH:38][CH:37]=1)\[CH2:30][CH2:31][C:32]([O:34][CH3:35])=[O:33].[H-].[Na+].Cl. The catalyst is CN(C)C=O.O. The product is [CH3:26][O:25][C:5]1[CH:4]=[C:3]([CH:22]=[C:21]([O:23][CH3:24])[C:6]=1[O:7][CH2:8][C:9]1[N:10]=[C:11]([C:15]2[CH:20]=[CH:19][CH:18]=[CH:17][CH:16]=2)[O:12][C:13]=1[CH3:14])[CH2:2][O:27]/[N:28]=[C:29](/[C:36]1[CH:41]=[CH:40][CH:39]=[CH:38][CH:37]=1)\[CH2:30][CH2:31][C:32]([O:34][CH3:35])=[O:33]. The yield is 0.650. (3) The reactants are [C:1]([C:5]1[CH:6]=[C:7]([OH:11])[CH:8]=[CH:9][CH:10]=1)([CH3:4])([CH3:3])[CH3:2].C(N(CC)CC)C.[CH3:19][S:20](Cl)(=[O:22])=[O:21]. The catalyst is C1(C)C=CC=CC=1.O. The product is [CH3:19][S:20]([O:11][C:7]1[CH:8]=[CH:9][CH:10]=[C:5]([C:1]([CH3:4])([CH3:2])[CH3:3])[CH:6]=1)(=[O:22])=[O:21]. The yield is 0.880. (4) The reactants are [I:1][C:2]1[CH:3]=[C:4]([CH2:19][OH:20])[CH:5]=[C:6]([NH:8][C:9]2[N:14]=[C:13]([C:15]([F:18])([F:17])[F:16])[CH:12]=[CH:11][N:10]=2)[CH:7]=1.[Si:21](Cl)([C:24]([CH3:27])([CH3:26])[CH3:25])([CH3:23])[CH3:22].N1C=CN=C1. The catalyst is CN(C1C=CN=CC=1)C.O.C(OCC)(=O)C. The product is [Si:21]([O:20][CH2:19][C:4]1[CH:5]=[C:6]([NH:8][C:9]2[N:14]=[C:13]([C:15]([F:17])([F:18])[F:16])[CH:12]=[CH:11][N:10]=2)[CH:7]=[C:2]([I:1])[CH:3]=1)([C:24]([CH3:27])([CH3:26])[CH3:25])([CH3:23])[CH3:22]. The yield is 0.960. (5) The reactants are O.[C:2]1([CH:8]([CH3:11])[C:9]#[N:10])[CH:7]=[CH:6][CH:5]=[CH:4][CH:3]=1.[ClH:12].[H][H]. The catalyst is C(O)C. The product is [ClH:12].[C:2]1([CH:8]([CH3:11])[CH2:9][NH2:10])[CH:7]=[CH:6][CH:5]=[CH:4][CH:3]=1. The yield is 0.762. (6) The reactants are [Cl-].[NH4+:2].[NH3:3].[Cl:4][C:5]1[CH:6]=[C:7]([S:11]([N:14]2[CH2:19][CH2:18][C:17](=O)[CH2:16][CH2:15]2)(=[O:13])=[O:12])[CH:8]=[CH:9][CH:10]=1.[C-:21]#N.[Na+]. The catalyst is CN(C)C=O. The product is [NH2:2][C:17]1([C:21]#[N:3])[CH2:18][CH2:19][N:14]([S:11]([C:7]2[CH:8]=[CH:9][CH:10]=[C:5]([Cl:4])[CH:6]=2)(=[O:13])=[O:12])[CH2:15][CH2:16]1. The yield is 0.710. (7) The reactants are C([O:3][C:4]([C:6]1[N:7]=[C:8]([C:11]2[CH:16]=[CH:15][CH:14]=[CH:13][C:12]=2[CH3:17])[S:9][CH:10]=1)=[O:5])C.[OH-].[Na+]. The catalyst is C1COCC1.CO.C(Cl)Cl. The product is [C:12]1([CH3:17])[CH:13]=[CH:14][CH:15]=[CH:16][C:11]=1[C:8]1[S:9][CH:10]=[C:6]([C:4]([OH:5])=[O:3])[N:7]=1. The yield is 0.890. (8) The reactants are [CH3:1][C:2]1[C:3](=[O:18])[NH:4][C:5](=[O:17])[N:6]([CH:16]=1)[C@@H:7]1[O:15][C@H:12]([CH2:13][OH:14])[C@@H:10]([OH:11])[C@H:8]1O.C(=O)(OC1C=CC=CC=1)OC1C=CC=CC=1.C(=O)=O.C(OCC)C. The catalyst is CN(C)P(N(C)C)(N(C)C)=O.C([O-])(O)=O.[Na+]. The product is [CH3:1][C:2]1[C:3](=[O:18])[N:4]=[C:5]2[N:6]([C@@H:7]3[O:15][C@H:12]([CH2:13][OH:14])[C@@H:10]([OH:11])[C@@H:8]3[O:17]2)[CH:16]=1. The yield is 0.773. (9) The reactants are [NH2:1][C:2]1[C:7]([O:8][CH2:9][C:10]([O:12][C:13]([CH3:16])([CH3:15])[CH3:14])=[O:11])=[CH:6][CH:5]=[CH:4][N:3]=1.[C:17]([N:25]=[C:26]=[S:27])(=[O:24])[C:18]1[CH:23]=[CH:22][CH:21]=[CH:20][CH:19]=1. The catalyst is O1CCCC1. The product is [C:17]([NH:25][C:26](=[S:27])[NH:1][C:2]1[C:7]([O:8][CH2:9][C:10]([O:12][C:13]([CH3:16])([CH3:15])[CH3:14])=[O:11])=[CH:6][CH:5]=[CH:4][N:3]=1)(=[O:24])[C:18]1[CH:23]=[CH:22][CH:21]=[CH:20][CH:19]=1. The yield is 0.860. (10) The reactants are [CH:1]([C:3]1[CH:8]=[CH:7][C:6]([O:9][C:10]2[CH:11]=[N:12][C:13]([C:16]([F:19])([F:18])[F:17])=[N:14][CH:15]=2)=[CH:5][CH:4]=1)=[CH2:2].B1C2CCCC1CCC2.[OH-:29].[Na+].OO. The catalyst is C1COCC1. The product is [F:17][C:16]([F:19])([F:18])[C:13]1[N:12]=[CH:11][C:10]([O:9][C:6]2[CH:5]=[CH:4][C:3]([CH2:1][CH2:2][OH:29])=[CH:8][CH:7]=2)=[CH:15][N:14]=1. The yield is 0.749.